This data is from Full USPTO retrosynthesis dataset with 1.9M reactions from patents (1976-2016). The task is: Predict the reactants needed to synthesize the given product. (1) The reactants are: Cl[C:2]1[C:11]2[C:6](=[CH:7][CH:8]=[C:9]([CH3:12])[CH:10]=2)[N:5]=[C:4]([N:13]2[CH2:19][C:18]3[CH:20]=[CH:21][CH:22]=[CH:23][C:17]=3[S:16](=[O:25])(=[O:24])[CH2:15][CH2:14]2)[CH:3]=1.C[S-:27].[Na+]. Given the product [O:24]=[S:16]1(=[O:25])[C:17]2[CH:23]=[CH:22][CH:21]=[CH:20][C:18]=2[CH2:19][N:13]([C:4]2[CH:3]=[C:2]([SH:27])[C:11]3[C:6](=[CH:7][CH:8]=[C:9]([CH3:12])[CH:10]=3)[N:5]=2)[CH2:14][CH2:15]1, predict the reactants needed to synthesize it. (2) Given the product [CH3:1][C:2]([CH3:8])([CH3:7])[CH2:3][C:4]1[CH:5]=[CH:9][N:15]=[CH:13][N:14]=1, predict the reactants needed to synthesize it. The reactants are: [CH3:1][C:2]([CH3:8])([CH3:7])[CH2:3][C:4](=O)[CH3:5].[C:9](O)(=O)C.[CH:13]([NH2:15])=[NH:14]. (3) Given the product [C:33]([NH:2][C:3]1[C:4]([C:11]2[CH:16]=[CH:15][C:14]([NH:17][C:18]([NH:20][C:21]3[CH:26]=[C:25]([C:27]([F:30])([F:28])[F:29])[CH:24]=[CH:23][C:22]=3[F:31])=[O:19])=[CH:13][CH:12]=2)=[C:5]([C:8]([NH2:10])=[O:9])[NH:6][CH:7]=1)(=[O:40])[C:34]1[CH:39]=[CH:38][CH:37]=[N:36][CH:35]=1, predict the reactants needed to synthesize it. The reactants are: Cl.[NH2:2][C:3]1[C:4]([C:11]2[CH:16]=[CH:15][C:14]([NH:17][C:18]([NH:20][C:21]3[CH:26]=[C:25]([C:27]([F:30])([F:29])[F:28])[CH:24]=[CH:23][C:22]=3[F:31])=[O:19])=[CH:13][CH:12]=2)=[C:5]([C:8]([NH2:10])=[O:9])[NH:6][CH:7]=1.Cl.[C:33](Cl)(=[O:40])[C:34]1[CH:39]=[CH:38][CH:37]=[N:36][CH:35]=1.C(N(CC)CC)C. (4) Given the product [Cl:1][C:2]1[CH:7]=[CH:6][C:5]([CH:8]2[C:9]3[N:24]([CH2:23][CH2:22][O:21][CH3:20])[N:25]=[C:14]([CH:16]4[CH2:18][CH2:17]4)[C:10]=3[C:11](=[O:13])[NH:12]2)=[CH:4][CH:3]=1, predict the reactants needed to synthesize it. The reactants are: [Cl:1][C:2]1[CH:7]=[CH:6][C:5]([CH:8]2[NH:12][C:11](=[O:13])[CH:10]([C:14]([CH:16]3[CH2:18][CH2:17]3)=O)[C:9]2=O)=[CH:4][CH:3]=1.[CH3:20][O:21][CH2:22][CH2:23][NH:24][NH2:25].